Dataset: Full USPTO retrosynthesis dataset with 1.9M reactions from patents (1976-2016). Task: Predict the reactants needed to synthesize the given product. (1) Given the product [Cl:1][C:2]1[CH:3]=[C:4]([N+:9]([O-:11])=[O:10])[CH:5]=[CH:6][C:7]=1[O:24][C:20]1[CH:21]=[CH:22][CH:23]=[C:18]([O:17][C:13]([F:12])([F:25])[CH:14]([F:15])[F:16])[CH:19]=1, predict the reactants needed to synthesize it. The reactants are: [Cl:1][C:2]1[CH:3]=[C:4]([N+:9]([O-:11])=[O:10])[CH:5]=[CH:6][C:7]=1F.[F:12][C:13]([F:25])([O:17][C:18]1[CH:19]=[C:20]([OH:24])[CH:21]=[CH:22][CH:23]=1)[CH:14]([F:16])[F:15].C(=O)([O-])[O-].[K+].[K+].O. (2) The reactants are: N[C@H](C1N(C2C=CC=CC=2)C(=O)C2C(C=1)=CC=CC=2C)C.ClC1N=C2C(N=CN2C2CCCCO2)=C(Cl)N=1.CCN(C(C)C)C(C)C.[Cl:48][C:49]1[N:57]=[C:56]2[C:52]([N:53]=[CH:54][N:55]2[CH:58]2[CH2:63][CH2:62][CH2:61][CH2:60][O:59]2)=[C:51]([NH:64][CH:65]([C:67]2[N:68]([C:79]3[CH:84]=[CH:83][CH:82]=[CH:81][CH:80]=3)[C:69](=[O:78])[C:70]3[C:75]([CH:76]=2)=[CH:74][CH:73]=[CH:72][C:71]=3[CH3:77])[CH3:66])[N:50]=1. Given the product [Cl:48][C:49]1[N:57]=[C:56]2[C:52]([N:53]=[CH:54][NH:55]2)=[C:51]([NH:64][C@H:65]([C:67]2[N:68]([C:79]3[CH:84]=[CH:83][CH:82]=[CH:81][CH:80]=3)[C:69](=[O:78])[C:70]3[C:75]([CH:76]=2)=[CH:74][CH:73]=[CH:72][C:71]=3[CH3:77])[CH3:66])[N:50]=1.[Cl:48][C:49]1[N:57]=[C:56]2[C:52]([N:53]=[CH:54][N:55]2[CH:58]2[CH2:63][CH2:62][CH2:61][CH2:60][O:59]2)=[C:51]([NH:64][CH:65]([C:67]2[N:68]([C:79]3[CH:84]=[CH:83][CH:82]=[CH:81][CH:80]=3)[C:69](=[O:78])[C:70]3[C:75]([CH:76]=2)=[CH:74][CH:73]=[CH:72][C:71]=3[CH3:77])[CH3:66])[N:50]=1, predict the reactants needed to synthesize it.